This data is from Forward reaction prediction with 1.9M reactions from USPTO patents (1976-2016). The task is: Predict the product of the given reaction. Given the reactants C(N(CC)CC)C.CC[C:10]([C:12](Cl)=[O:13])=O.[NH:15]([C:17]1[N:18]=[N:19][C:20]([C:23]2[CH:28]=[CH:27][C:26]([O:29][CH3:30])=[CH:25][CH:24]=2)=[CH:21][CH:22]=1)[NH2:16].[O:31]1CCO[CH2:33][CH2:32]1, predict the reaction product. The product is: [CH3:30][O:29][C:26]1[CH:27]=[CH:28][C:23]([C:20]2[CH:21]=[CH:22][C:17]3[N:18]([C:33]([C:32]([O:13][CH2:12][CH3:10])=[O:31])=[N:16][N:15]=3)[N:19]=2)=[CH:24][CH:25]=1.